Dataset: Forward reaction prediction with 1.9M reactions from USPTO patents (1976-2016). Task: Predict the product of the given reaction. (1) Given the reactants C(OC([N:8]1[C:12]2=[N:13][C:14]([N:17]3[CH2:22][CH2:21][N:20]([C:23]([O:25][C:26]([CH3:29])([CH3:28])[CH3:27])=[O:24])[CH2:19][CH2:18]3)=[CH:15][CH:16]=[C:11]2[N:10]=[CH:9]1)=O)(C)(C)C.C[O:31][C:32](=O)[C:33]1[CH:38]=[CH:37][C:36]([C:39]#[N:40])=[C:35]([C:41]2[C:50]3[C:45](=[CH:46][CH:47]=[CH:48][CH:49]=3)[CH:44]=[N:43][CH:42]=2)[CH:34]=1.C([N-]C(C)C)(C)C.[Li+], predict the reaction product. The product is: [C:26]([O:25][C:23]([N:20]1[CH2:21][CH2:22][N:17]([C:14]2[N:13]=[C:12]3[NH:8][C:9]([C:32](=[O:31])[C:33]4[CH:38]=[CH:37][C:36]([C:39]#[N:40])=[C:35]([C:41]5[C:50]6[C:45](=[CH:46][CH:47]=[CH:48][CH:49]=6)[CH:44]=[N:43][CH:42]=5)[CH:34]=4)=[N:10][C:11]3=[CH:16][CH:15]=2)[CH2:18][CH2:19]1)=[O:24])([CH3:27])([CH3:28])[CH3:29]. (2) The product is: [CH2:1]([O:8][C:9]([NH:11][C:12]1[C:13]([CH3:38])=[C:14]([C:18]2[C:30]3[C:29]4[C:24](=[CH:25][C:26]([Br:31])=[CH:27][CH:28]=4)[NH:23][C:22]=3[C:21]([C:32]([O:34][CH2:35][CH3:36])=[O:33])=[N:20][C:19]=2[CH3:37])[CH:15]=[CH:16][CH:17]=1)=[O:10])[C:2]1[CH:7]=[CH:6][CH:5]=[CH:4][CH:3]=1. Given the reactants [CH2:1]([O:8][C:9]([NH:11][C:12]1[C:13]([CH3:38])=[C:14]([CH:18]2[C:30]3[C:29]4[C:24](=[CH:25][C:26]([Br:31])=[CH:27][CH:28]=4)[NH:23][C:22]=3[CH:21]([C:32]([O:34][CH2:35][CH3:36])=[O:33])[NH:20][CH:19]2[CH3:37])[CH:15]=[CH:16][CH:17]=1)=[O:10])[C:2]1[CH:7]=[CH:6][CH:5]=[CH:4][CH:3]=1, predict the reaction product.